Predict the reactants needed to synthesize the given product. From a dataset of Full USPTO retrosynthesis dataset with 1.9M reactions from patents (1976-2016). (1) Given the product [CH2:26]([N:33]([CH2:24][C:21]1[CH:20]=[CH:19][C:18]([C:17]2[C:12]([NH:11][S:8]([C:3]3[CH:4]=[CH:5][CH:6]=[CH:7][C:2]=3[Cl:1])(=[O:10])=[O:9])=[N:13][CH:14]=[CH:15][N:16]=2)=[CH:23][CH:22]=1)[C:34]1[CH:39]=[CH:38][CH:37]=[CH:36][N:35]=1)[C:27]1[CH:28]=[CH:29][CH:30]=[CH:31][CH:32]=1, predict the reactants needed to synthesize it. The reactants are: [Cl:1][C:2]1[CH:7]=[CH:6][CH:5]=[CH:4][C:3]=1[S:8]([NH:11][C:12]1[C:17]([C:18]2[CH:23]=[CH:22][C:21]([CH2:24]Cl)=[CH:20][CH:19]=2)=[N:16][CH:15]=[CH:14][N:13]=1)(=[O:10])=[O:9].[CH2:26]([NH:33][C:34]1[CH:39]=[CH:38][CH:37]=[CH:36][N:35]=1)[C:27]1[CH:32]=[CH:31][CH:30]=[CH:29][CH:28]=1. (2) Given the product [C:1]([O:5][C:6]([NH:8][C@H:9]([CH2:10][C:11]1[C:19]2[C:14](=[CH:15][CH:16]=[CH:17][CH:18]=2)[N:13]([CH2:23][CH3:24])[CH:12]=1)[C:20]([OH:22])=[O:21])=[O:7])([CH3:4])([CH3:2])[CH3:3], predict the reactants needed to synthesize it. The reactants are: [C:1]([O:5][C:6]([NH:8][C@@H:9]([C:20]([OH:22])=[O:21])[CH2:10][C:11]1[C:19]2[C:14](=[CH:15][CH:16]=[CH:17][CH:18]=2)[NH:13][CH:12]=1)=[O:7])([CH3:4])([CH3:3])[CH3:2].[CH2:23](I)[CH3:24]. (3) Given the product [CH2:2]([C:10]1[CH2:9][CH:8]=[CH:7][CH:6]=1)[CH2:3][CH2:4][CH3:5], predict the reactants needed to synthesize it. The reactants are: Br[CH2:2][CH2:3][CH2:4][CH3:5].[CH:6]1([Mg]Cl)[CH:10]=[CH:9][CH:8]=[CH:7]1. (4) Given the product [CH3:2][O:3][C:4]([C:6]1[N:7]([CH3:13])[C:8]([CH2:11][N:18]([CH2:17][CH2:16][O:15][CH3:14])[CH3:19])=[N:9][CH:10]=1)=[O:5], predict the reactants needed to synthesize it. The reactants are: Cl.[CH3:2][O:3][C:4]([C:6]1[N:7]([CH3:13])[C:8]([CH2:11]Cl)=[N:9][CH:10]=1)=[O:5].[CH3:14][O:15][CH2:16][CH2:17][NH:18][CH3:19].